This data is from Reaction yield outcomes from USPTO patents with 853,638 reactions. The task is: Predict the reaction yield, written as a fraction of the theoretical maximum amount of product (1.0 means a 100% yield; for example, 0.34 means a 34% yield). The reactants are [CH3:1][N:2]1[C:14]2[C:5](=[C:6]3[C:11](=[CH:12][CH:13]=2)[N:10]=[CH:9][CH:8]=[CH:7]3)[N:4]=[C:3]1[CH:15]([CH3:21])[CH2:16][C:17]([O:19]C)=[O:18].O.[OH-].[Li+]. The catalyst is C(#N)C.O. The product is [CH3:1][N:2]1[C:14]2[C:5](=[C:6]3[C:11](=[CH:12][CH:13]=2)[N:10]=[CH:9][CH:8]=[CH:7]3)[N:4]=[C:3]1[CH:15]([CH3:21])[CH2:16][C:17]([OH:19])=[O:18]. The yield is 0.900.